This data is from Forward reaction prediction with 1.9M reactions from USPTO patents (1976-2016). The task is: Predict the product of the given reaction. Given the reactants Br[C:2]1[CH:3]([C:14]2[CH:19]=[CH:18][C:17]([O:20][CH2:21][CH2:22][N:23]3[CH2:26][CH:25]([CH2:27][F:28])[CH2:24]3)=[CH:16][CH:15]=2)[O:4][C:5]2[C:10]([C:11]=1[CH3:12])=[CH:9][C:8]([OH:13])=[CH:7][CH:6]=2.[NH2:29][C:30]([C:32]1[CH:37]=[CH:36][C:35](B(O)O)=[CH:34][CH:33]=1)=[O:31], predict the reaction product. The product is: [F:28][CH2:27][CH:25]1[CH2:26][N:23]([CH2:22][CH2:21][O:20][C:17]2[CH:18]=[CH:19][C:14]([CH:3]3[C:2]([C:35]4[CH:36]=[CH:37][C:32]([C:30]([NH2:29])=[O:31])=[CH:33][CH:34]=4)=[C:11]([CH3:12])[C:10]4[C:5](=[CH:6][CH:7]=[C:8]([OH:13])[CH:9]=4)[O:4]3)=[CH:15][CH:16]=2)[CH2:24]1.